Dataset: Reaction yield outcomes from USPTO patents with 853,638 reactions. Task: Predict the reaction yield, written as a fraction of the theoretical maximum amount of product (1.0 means a 100% yield; for example, 0.34 means a 34% yield). (1) The reactants are O[C:2]1[CH:3]=[C:4]([NH:8][C:9]2[N:14]=[C:13]([NH:15][C:16]3[CH:21]=[CH:20][CH:19]=[C:18](O)[CH:17]=3)[C:12]([F:23])=[CH:11][N:10]=2)[CH:5]=[CH:6][CH:7]=1.[NH2:24][C:25]1C=C(C=CC=1)C#N.Cl[C:34]1N=C(Cl)C(F)=C[N:35]=1. No catalyst specified. The product is [C:25]([C:2]1[CH:3]=[C:4]([NH:8][C:9]2[N:14]=[C:13]([NH:15][C:16]3[CH:21]=[CH:20][CH:19]=[C:18]([C:34]#[N:35])[CH:17]=3)[C:12]([F:23])=[CH:11][N:10]=2)[CH:5]=[CH:6][CH:7]=1)#[N:24]. The yield is 0.760. (2) The reactants are C[O:2][C:3](=[O:31])[CH2:4][C:5]1[CH:14]=[C:13]([CH:15]2[CH2:20][CH2:19][N:18]([S:21]([C:24]3[CH:29]=[CH:28][CH:27]=[CH:26][N:25]=3)(=[O:23])=[O:22])[CH2:17][CH2:16]2)[C:12]2[C:7](=[CH:8][CH:9]=[C:10]([F:30])[CH:11]=2)[CH:6]=1.O.[OH-].[Li+]. The catalyst is C1COCC1.O. The product is [F:30][C:10]1[CH:11]=[C:12]2[C:7](=[CH:8][CH:9]=1)[CH:6]=[C:5]([CH2:4][C:3]([OH:31])=[O:2])[CH:14]=[C:13]2[CH:15]1[CH2:16][CH2:17][N:18]([S:21]([C:24]2[CH:29]=[CH:28][CH:27]=[CH:26][N:25]=2)(=[O:22])=[O:23])[CH2:19][CH2:20]1. The yield is 0.690. (3) The reactants are [C:1]([O:4][CH2:5][CH2:6][O:7][C:8]1[CH:17]=[C:16]2[C:11]([CH:12]=[CH:13][C:14]([C:18]3[N:22]4[CH:23]=[C:24]([C@@H:27]([N:32]5[CH2:36][CH2:35][C@H:34]([NH:37]C(OC(C)(C)C)=O)[CH2:33]5)[C:28]([F:31])([F:30])[F:29])[CH:25]=[CH:26][C:21]4=[N:20][N:19]=3)=[N:15]2)=[CH:10][C:9]=1[F:45])(=[O:3])[CH3:2]. The catalyst is C(O)(C(F)(F)F)=O. The product is [C:1]([O:4][CH2:5][CH2:6][O:7][C:8]1[CH:17]=[C:16]2[C:11]([CH:12]=[CH:13][C:14]([C:18]3[N:22]4[CH:23]=[C:24]([C@@H:27]([N:32]5[CH2:36][CH2:35][C@H:34]([NH2:37])[CH2:33]5)[C:28]([F:29])([F:31])[F:30])[CH:25]=[CH:26][C:21]4=[N:20][N:19]=3)=[N:15]2)=[CH:10][C:9]=1[F:45])(=[O:3])[CH3:2]. The yield is 0.800.